From a dataset of Forward reaction prediction with 1.9M reactions from USPTO patents (1976-2016). Predict the product of the given reaction. (1) Given the reactants [Cl:1][C:2]1[CH:3]=[C:4]2[CH:10]=[C:9]([C:11]([C:13]3[CH:18]=[CH:17][CH:16]=[CH:15][CH:14]=3)=O)[NH:8][C:5]2=[CH:6][N:7]=1.[C:19]([NH:22][NH2:23])([NH2:21])=[NH:20].[ClH:24].Cl, predict the reaction product. The product is: [ClH:1].[ClH:24].[Cl:1][C:2]1[CH:3]=[C:4]2[CH:10]=[C:9]([C:11](=[N:23][NH:22][C:19]([NH2:21])=[NH:20])[C:13]3[CH:18]=[CH:17][CH:16]=[CH:15][CH:14]=3)[NH:8][C:5]2=[CH:6][N:7]=1. (2) Given the reactants Cl[C:2]1[CH:3]=[C:4]([NH2:9])[CH:5]=[CH:6][C:7]=1F.[CH2:10](N)[CH3:11].C(O)C, predict the reaction product. The product is: [C:10]([C:2]1[CH:3]=[C:4]([NH2:9])[CH:5]=[CH:6][CH:7]=1)#[CH:11]. (3) The product is: [Cl:18][C:19]1[CH:24]=[CH:23][C:22]([C:28]#[N:29])=[C:21]([C:2]2[CH:7]=[CH:6][N:5]([CH:8]([CH3:16])[C:9]([O:11][C:12]([CH3:15])([CH3:14])[CH3:13])=[O:10])[C:4](=[O:17])[CH:3]=2)[CH:20]=1. Given the reactants Br[C:2]1[CH:7]=[CH:6][N:5]([CH:8]([CH3:16])[C:9]([O:11][C:12]([CH3:15])([CH3:14])[CH3:13])=[O:10])[C:4](=[O:17])[CH:3]=1.[Cl:18][C:19]1[CH:20]=[CH:21][C:22]([C:28]#[N:29])=[C:23](B(O)O)[CH:24]=1, predict the reaction product. (4) Given the reactants CO[C:3](=[O:18])[CH2:4][CH:5]([C:10]1[CH:15]=[C:14]([F:16])[CH:13]=[CH:12][C:11]=1[F:17])[CH2:6][N+:7]([O-:9])=[O:8].[CH2:19]=O.[CH2:21]([NH2:28])[C:22]1[CH:27]=[CH:26][CH:25]=[CH:24][CH:23]=1, predict the reaction product. The product is: [CH2:21]([N:28]1[CH2:19][C@@H:6]([N+:7]([O-:9])=[O:8])[C@H:5]([C:10]2[CH:15]=[C:14]([F:16])[CH:13]=[CH:12][C:11]=2[F:17])[CH2:4][C:3]1=[O:18])[C:22]1[CH:27]=[CH:26][CH:25]=[CH:24][CH:23]=1. (5) Given the reactants [CH3:1][O:2][C:3]([C:5]1[CH:6]2[N:12]([C:13]([O:15][C:16]([CH3:19])([CH3:18])[CH3:17])=[O:14])[CH:9]([CH2:10][CH:11]=1)[CH2:8][CH2:7]2)=[O:4], predict the reaction product. The product is: [CH3:1][O:2][C:3]([CH:5]1[CH2:11][CH2:10][CH:9]2[N:12]([C:13]([O:15][C:16]([CH3:19])([CH3:18])[CH3:17])=[O:14])[CH:6]1[CH2:7][CH2:8]2)=[O:4]. (6) Given the reactants [C:1](Cl)(=[O:8])[C:2]1[CH:7]=[CH:6][CH:5]=[CH:4][CH:3]=1.[CH:10]1([N:16]2[CH2:20][CH2:19][C:18]3([CH2:25][CH2:24][NH:23][CH2:22][CH2:21]3)[C:17]2=[O:26])[CH2:15][CH2:14][CH2:13][CH2:12][CH2:11]1.C(N(CC)C(C)C)(C)C.C(O)(C(F)(F)F)=O, predict the reaction product. The product is: [C:1]([N:23]1[CH2:24][CH2:25][C:18]2([C:17](=[O:26])[N:16]([CH:10]3[CH2:15][CH2:14][CH2:13][CH2:12][CH2:11]3)[CH2:20][CH2:19]2)[CH2:21][CH2:22]1)(=[O:8])[C:2]1[CH:7]=[CH:6][CH:5]=[CH:4][CH:3]=1. (7) Given the reactants [O:1]=[C:2]1[C:10]2[C:5](=[CH:6][CH:7]=[CH:8][CH:9]=2)[C:4](=[O:11])[N:3]1[CH2:12][C:13]#[C:14][C:15]1[CH:22]=[CH:21][C:18]([C:19]#[N:20])=[CH:17][CH:16]=1.FC(F)(F)C(C1C=CC(C#CCN2C(=O)C3C(=CC=CC=3)C2=O)=CC=1)O, predict the reaction product. The product is: [O:11]=[C:4]1[C:5]2[C:10](=[CH:9][CH:8]=[CH:7][CH:6]=2)[C:2](=[O:1])[N:3]1[CH2:12][CH2:13][CH2:14][C:15]1[CH:16]=[CH:17][C:18]([C:19]#[N:20])=[CH:21][CH:22]=1.